From a dataset of NCI-60 drug combinations with 297,098 pairs across 59 cell lines. Regression. Given two drug SMILES strings and cell line genomic features, predict the synergy score measuring deviation from expected non-interaction effect. (1) Drug 1: CCCS(=O)(=O)NC1=C(C(=C(C=C1)F)C(=O)C2=CNC3=C2C=C(C=N3)C4=CC=C(C=C4)Cl)F. Drug 2: CC(C)CN1C=NC2=C1C3=CC=CC=C3N=C2N. Cell line: A549. Synergy scores: CSS=-1.42, Synergy_ZIP=0.521, Synergy_Bliss=-4.41, Synergy_Loewe=-7.88, Synergy_HSA=-7.60. (2) Drug 1: C(=O)(N)NO. Drug 2: C#CCC(CC1=CN=C2C(=N1)C(=NC(=N2)N)N)C3=CC=C(C=C3)C(=O)NC(CCC(=O)O)C(=O)O. Cell line: SK-OV-3. Synergy scores: CSS=1.03, Synergy_ZIP=0.676, Synergy_Bliss=-0.538, Synergy_Loewe=0.449, Synergy_HSA=-0.986. (3) Drug 1: CC1=CC=C(C=C1)C2=CC(=NN2C3=CC=C(C=C3)S(=O)(=O)N)C(F)(F)F. Drug 2: CC12CCC3C(C1CCC2OP(=O)(O)O)CCC4=C3C=CC(=C4)OC(=O)N(CCCl)CCCl.[Na+]. Cell line: RPMI-8226. Synergy scores: CSS=0.430, Synergy_ZIP=1.81, Synergy_Bliss=2.50, Synergy_Loewe=0.181, Synergy_HSA=-0.428. (4) Drug 1: CS(=O)(=O)OCCCCOS(=O)(=O)C. Drug 2: COC1=C2C(=CC3=C1OC=C3)C=CC(=O)O2. Cell line: IGROV1. Synergy scores: CSS=0.483, Synergy_ZIP=0.190, Synergy_Bliss=0.236, Synergy_Loewe=0.288, Synergy_HSA=-1.50. (5) Drug 1: CC1=C(C=C(C=C1)NC2=NC=CC(=N2)N(C)C3=CC4=NN(C(=C4C=C3)C)C)S(=O)(=O)N.Cl. Drug 2: CC1=C(C(=CC=C1)Cl)NC(=O)C2=CN=C(S2)NC3=CC(=NC(=N3)C)N4CCN(CC4)CCO. Cell line: SF-268. Synergy scores: CSS=9.63, Synergy_ZIP=3.14, Synergy_Bliss=2.19, Synergy_Loewe=-11.1, Synergy_HSA=-0.561. (6) Drug 1: CC=C1C(=O)NC(C(=O)OC2CC(=O)NC(C(=O)NC(CSSCCC=C2)C(=O)N1)C(C)C)C(C)C. Drug 2: CC1CCCC2(C(O2)CC(NC(=O)CC(C(C(=O)C(C1O)C)(C)C)O)C(=CC3=CSC(=N3)C)C)C. Cell line: SK-MEL-28. Synergy scores: CSS=57.5, Synergy_ZIP=-0.0832, Synergy_Bliss=-1.73, Synergy_Loewe=-15.2, Synergy_HSA=2.31. (7) Drug 1: C1=CC(=CC=C1CCCC(=O)O)N(CCCl)CCCl. Drug 2: CNC(=O)C1=NC=CC(=C1)OC2=CC=C(C=C2)NC(=O)NC3=CC(=C(C=C3)Cl)C(F)(F)F. Cell line: NCI-H522. Synergy scores: CSS=29.9, Synergy_ZIP=-8.59, Synergy_Bliss=-4.24, Synergy_Loewe=-3.05, Synergy_HSA=-2.24. (8) Drug 1: CN(C)C1=NC(=NC(=N1)N(C)C)N(C)C. Drug 2: CC1C(C(CC(O1)OC2CC(OC(C2O)C)OC3=CC4=CC5=C(C(=O)C(C(C5)C(C(=O)C(C(C)O)O)OC)OC6CC(C(C(O6)C)O)OC7CC(C(C(O7)C)O)OC8CC(C(C(O8)C)O)(C)O)C(=C4C(=C3C)O)O)O)O. Cell line: T-47D. Synergy scores: CSS=3.13, Synergy_ZIP=6.84, Synergy_Bliss=8.57, Synergy_Loewe=2.98, Synergy_HSA=4.37. (9) Drug 1: CC1C(C(=O)NC(C(=O)N2CCCC2C(=O)N(CC(=O)N(C(C(=O)O1)C(C)C)C)C)C(C)C)NC(=O)C3=C4C(=C(C=C3)C)OC5=C(C(=O)C(=C(C5=N4)C(=O)NC6C(OC(=O)C(N(C(=O)CN(C(=O)C7CCCN7C(=O)C(NC6=O)C(C)C)C)C)C(C)C)C)N)C. Drug 2: CCC(=C(C1=CC=CC=C1)C2=CC=C(C=C2)OCCN(C)C)C3=CC=CC=C3.C(C(=O)O)C(CC(=O)O)(C(=O)O)O. Cell line: SF-268. Synergy scores: CSS=30.7, Synergy_ZIP=23.0, Synergy_Bliss=32.7, Synergy_Loewe=19.5, Synergy_HSA=27.5. (10) Drug 1: CN(C)N=NC1=C(NC=N1)C(=O)N. Drug 2: CCC1(CC2CC(C3=C(CCN(C2)C1)C4=CC=CC=C4N3)(C5=C(C=C6C(=C5)C78CCN9C7C(C=CC9)(C(C(C8N6C)(C(=O)OC)O)OC(=O)C)CC)OC)C(=O)OC)O.OS(=O)(=O)O. Cell line: MALME-3M. Synergy scores: CSS=30.4, Synergy_ZIP=-8.39, Synergy_Bliss=-2.13, Synergy_Loewe=-39.6, Synergy_HSA=-4.15.